This data is from Peptide-MHC class II binding affinity with 134,281 pairs from IEDB. The task is: Regression. Given a peptide amino acid sequence and an MHC pseudo amino acid sequence, predict their binding affinity value. This is MHC class II binding data. (1) The peptide sequence is NLLWKQIANELNYIL. The MHC is DRB3_0101 with pseudo-sequence DRB3_0101. The binding affinity (normalized) is 0. (2) The peptide sequence is AIAGAWENGVCGIRS. The MHC is DRB1_1101 with pseudo-sequence DRB1_1101. The binding affinity (normalized) is 0.171. (3) The peptide sequence is TMTQMNQAFRNIVNM. The MHC is DRB1_0802 with pseudo-sequence DRB1_0802. The binding affinity (normalized) is 0.137. (4) The MHC is HLA-DQA10501-DQB10302 with pseudo-sequence HLA-DQA10501-DQB10302. The peptide sequence is EMTYKNKVVKVLRPA. The binding affinity (normalized) is 0.281. (5) The peptide sequence is ASYASPSLQTLIAVS. The MHC is HLA-DQA10501-DQB10201 with pseudo-sequence HLA-DQA10501-DQB10201. The binding affinity (normalized) is 0.0926.